From a dataset of Full USPTO retrosynthesis dataset with 1.9M reactions from patents (1976-2016). Predict the reactants needed to synthesize the given product. Given the product [CH3:1][C:2]1[CH:7]=[C:6]([CH2:8][CH2:9][C:10]([O:12][C:13]([CH3:16])([CH3:15])[CH3:14])=[O:11])[CH:5]=[CH:4][N:3]=1, predict the reactants needed to synthesize it. The reactants are: [CH3:1][C:2]1[CH:7]=[C:6](/[CH:8]=[CH:9]/[C:10]([O:12][C:13]([CH3:16])([CH3:15])[CH3:14])=[O:11])[CH:5]=[CH:4][N:3]=1.